Dataset: Full USPTO retrosynthesis dataset with 1.9M reactions from patents (1976-2016). Task: Predict the reactants needed to synthesize the given product. (1) Given the product [Br:1][C:2]1[S:6][C:5]([C:7]([O:9][CH3:10])=[O:8])=[C:4]([CH:11]=[O:17])[CH:3]=1, predict the reactants needed to synthesize it. The reactants are: [Br:1][C:2]1[S:6][C:5]([C:7]([O:9][CH3:10])=[O:8])=[C:4]([CH:11](Br)Br)[CH:3]=1.Cl.C([OH:17])C.O. (2) Given the product [CH:27]1([C:25]2[N:2]([C:4]3[CH:9]=[CH:8][C:7]([S:10]([CH3:13])(=[O:11])=[O:12])=[CH:6][N:5]=3)[N:3]=[C:23]([CH:22]([F:21])[F:34])[CH:24]=2)[CH2:32][CH2:31][CH2:30][CH2:29][CH2:28]1, predict the reactants needed to synthesize it. The reactants are: Cl.[NH:2]([C:4]1[CH:9]=[CH:8][C:7]([S:10]([CH3:13])(=[O:12])=[O:11])=[CH:6][N:5]=1)[NH2:3].C(O)(C(F)(F)F)=O.[F:21][CH:22]([F:34])[C:23](=O)[CH2:24][C:25]([CH:27]1[CH2:32][CH2:31][CH2:30][CH2:29][CH2:28]1)=O. (3) Given the product [CH3:1][C:2]1([CH3:13])[O:6][CH:5]([CH2:7][O:8][CH2:9][CH2:10][CH2:11][NH2:12])[CH2:4][O:3]1, predict the reactants needed to synthesize it. The reactants are: [CH3:1][C:2]1([CH3:13])[O:6][CH:5]([CH2:7][O:8][CH2:9][CH2:10][C:11]#[N:12])[CH2:4][O:3]1.[BH4-].[Na+].[OH-].[NH4+]. (4) Given the product [CH2:1]([O:3][C:4]([C:6]1[C:7]([C:28]([F:31])([F:30])[F:29])=[N:8][C:9]([N:12]2[CH2:17][CH2:16][N:15]([C:18]3[N:19]=[N:20][C:21]([CH2:36][C:35]4[CH:38]=[CH:39][C:40]([F:42])=[CH:41][C:34]=4[F:33])=[C:22]([CH3:25])[C:23]=3[CH3:24])[CH2:14][C@H:13]2[CH3:27])=[N:10][CH:11]=1)=[O:5])[CH3:2], predict the reactants needed to synthesize it. The reactants are: [CH2:1]([O:3][C:4]([C:6]1[C:7]([C:28]([F:31])([F:30])[F:29])=[N:8][C:9]([N:12]2[CH2:17][CH2:16][N:15]([C:18]3[N:19]=[N:20][C:21](Cl)=[C:22]([CH3:25])[C:23]=3[CH3:24])[CH2:14][C@H:13]2[CH3:27])=[N:10][CH:11]=1)=[O:5])[CH3:2].[Br-].[F:33][C:34]1[CH:41]=[C:40]([F:42])[CH:39]=[CH:38][C:35]=1[CH2:36][Zn+]. (5) Given the product [BrH:12].[CH3:8][O:9][CH2:10][CH2:11][N:3]1[C:2]([CH3:1])=[CH:6][S:5][C:4]1=[NH:7], predict the reactants needed to synthesize it. The reactants are: [CH3:1][C:2]1[N:3]=[C:4]([NH2:7])[S:5][CH:6]=1.[CH3:8][O:9][CH2:10][CH2:11][Br:12].